This data is from Forward reaction prediction with 1.9M reactions from USPTO patents (1976-2016). The task is: Predict the product of the given reaction. Given the reactants [NH2:1][C:2]1[C:11]2[C:6](=[CH:7][CH:8]=[CH:9][C:10]=2[O:12][CH:13]2[CH2:18][CH2:17][CH2:16][CH2:15][CH2:14]2)[N:5]=[C:4]([CH3:19])[C:3]=1[C:20]([OH:22])=[O:21].C([O-])(O)=O.[Na+:27], predict the reaction product. The product is: [NH2:1][C:2]1[C:11]2[C:6](=[CH:7][CH:8]=[CH:9][C:10]=2[O:12][CH:13]2[CH2:18][CH2:17][CH2:16][CH2:15][CH2:14]2)[N:5]=[C:4]([CH3:19])[C:3]=1[C:20]([O-:22])=[O:21].[Na+:27].